Regression. Given a peptide amino acid sequence and an MHC pseudo amino acid sequence, predict their binding affinity value. This is MHC class II binding data. From a dataset of Peptide-MHC class II binding affinity with 134,281 pairs from IEDB. (1) The peptide sequence is LSAEYAAVADELIGL. The MHC is HLA-DQA10501-DQB10201 with pseudo-sequence HLA-DQA10501-DQB10201. The binding affinity (normalized) is 0.760. (2) The peptide sequence is WSKDIYNYMEPYVSK. The MHC is HLA-DQA10102-DQB10602 with pseudo-sequence HLA-DQA10102-DQB10602. The binding affinity (normalized) is 0.350. (3) The peptide sequence is ATPPPPPPPQLGASP. The MHC is DRB1_0401 with pseudo-sequence DRB1_0401. The binding affinity (normalized) is 0. (4) The peptide sequence is GELQIVDKIDAAQKI. The MHC is DRB1_1201 with pseudo-sequence DRB1_1201. The binding affinity (normalized) is 0.640. (5) The peptide sequence is GGSVIRISSANPEDL. The MHC is HLA-DPA10103-DPB10401 with pseudo-sequence HLA-DPA10103-DPB10401. The binding affinity (normalized) is 0. (6) The peptide sequence is EKKYFAAHQFEPLAA. The MHC is DRB1_1001 with pseudo-sequence DRB1_1001. The binding affinity (normalized) is 0.758. (7) The peptide sequence is GFKAAVAAAASVPAA. The MHC is DRB5_0101 with pseudo-sequence DRB5_0101. The binding affinity (normalized) is 0.727.